From a dataset of Full USPTO retrosynthesis dataset with 1.9M reactions from patents (1976-2016). Predict the reactants needed to synthesize the given product. (1) Given the product [Cl:8][C:4]1[C:5]([Cl:7])=[CH:6][CH:1]=[CH:2][C:3]=1[N:9]1[CH2:14][CH2:13][N:12]([CH2:15][CH2:16][CH2:17][CH2:18][O:19][C:20]2[CH:25]=[C:24]3[C:23]([CH2:30][CH2:29][C:27](=[O:28])[N:26]3[C:34]([O:36][CH2:37][Cl:38])=[O:35])=[CH:22][CH:21]=2)[CH2:11][CH2:10]1, predict the reactants needed to synthesize it. The reactants are: [CH:1]1[CH:2]=[C:3]([N:9]2[CH2:14][CH2:13][N:12]([CH2:15][CH2:16][CH2:17][CH2:18][O:19][C:20]3[CH:21]=[CH:22][C:23]4[CH2:30][CH2:29][C:27](=[O:28])[NH:26][C:24]=4[CH:25]=3)[CH2:11][CH2:10]2)[C:4]([Cl:8])=[C:5]([Cl:7])[CH:6]=1.[H-].[Na+].Cl[C:34]([O:36][CH2:37][Cl:38])=[O:35]. (2) Given the product [CH:19]([C@@H:16]1[CH2:17][CH2:18][C@H:13]([O:12][C:7]2[CH:8]=[C:9]3[C:4](=[CH:5][CH:6]=2)[CH:3]=[C:2]([CH:30]=[O:31])[CH:11]=[CH:10]3)[CH2:14][CH2:15]1)([CH3:21])[CH3:20], predict the reactants needed to synthesize it. The reactants are: Br[C:2]1[CH:11]=[CH:10][C:9]2[C:4](=[CH:5][CH:6]=[C:7]([O:12][C@H:13]3[CH2:18][CH2:17][C@@H:16]([CH:19]([CH3:21])[CH3:20])[CH2:15][CH2:14]3)[CH:8]=2)[CH:3]=1.[Li]CCCC.CN([CH:30]=[O:31])C. (3) Given the product [F:59][C:39]1[CH:38]=[C:37]([C:2]2[CH:11]=[C:10]3[C:5]([CH:6]=[C:7]([F:12])[CH:8]=[N:9]3)=[CH:4][CH:3]=2)[CH:42]=[CH:41][C:40]=1[N:43]1[C:47](=[O:48])[NH:46][N:45]=[C:44]1[CH2:49][C@@H:50]1[CH2:54][CH2:53][N:52]([C:55](=[O:58])[CH2:56][CH3:57])[CH2:51]1, predict the reactants needed to synthesize it. The reactants are: Br[C:2]1[CH:11]=[C:10]2[C:5]([CH:6]=[C:7]([F:12])[CH:8]=[N:9]2)=[CH:4][CH:3]=1.B1(B2OC(C)(C)C(C)(C)O2)OC(C)(C)C(C)(C)O1.C([O-])(=O)C.[K+].Br[C:37]1[CH:42]=[CH:41][C:40]([N:43]2[C:47](=[O:48])[NH:46][N:45]=[C:44]2[CH2:49][C@@H:50]2[CH2:54][CH2:53][N:52]([C:55](=[O:58])[CH2:56][CH3:57])[CH2:51]2)=[C:39]([F:59])[CH:38]=1.C(=O)([O-])[O-].[K+].[K+]. (4) Given the product [F:22][C:14]1[CH:15]=[C:16]([N+:19]([O-:21])=[O:20])[CH:17]=[CH:18][C:13]=1[NH:11][CH2:10][CH2:9][CH2:8][CH2:7][N:4]1[CH2:5][CH2:6][O:1][CH2:2][CH2:3]1, predict the reactants needed to synthesize it. The reactants are: [O:1]1[CH2:6][CH2:5][N:4]([CH2:7][CH2:8][CH2:9][CH2:10][NH2:11])[CH2:3][CH2:2]1.F[C:13]1[CH:18]=[CH:17][C:16]([N+:19]([O-:21])=[O:20])=[CH:15][C:14]=1[F:22].C([O-])([O-])=O.[K+].[K+]. (5) Given the product [OH:36][C:6]1[CH:5]=[CH:4][C:3]([C:1](=[NH:2])[NH:38][OH:39])=[CH:8][C:7]=1[S:9]([NH:12][CH2:13][CH2:14][C:15]1[CH:20]=[CH:19][C:18]([C:21]2[CH:26]=[CH:25][CH:24]=[CH:23][C:22]=2[S:27]([CH3:30])(=[O:29])=[O:28])=[CH:17][C:16]=1[O:31][CH2:32][C:33]([OH:35])=[O:34])(=[O:10])=[O:11], predict the reactants needed to synthesize it. The reactants are: [C:1]([C:3]1[CH:4]=[CH:5][C:6]([OH:36])=[C:7]([S:9]([NH:12][CH2:13][CH2:14][C:15]2[CH:20]=[CH:19][C:18]([C:21]3[CH:26]=[CH:25][CH:24]=[CH:23][C:22]=3[S:27]([CH3:30])(=[O:29])=[O:28])=[CH:17][C:16]=2[O:31][CH2:32][C:33]([O-:35])=[O:34])(=[O:11])=[O:10])[CH:8]=1)#[N:2].[Na+].[NH2:38][OH:39].Cl. (6) Given the product [O:9]1[C:13]2[CH:14]=[CH:15][CH:16]=[CH:17][C:12]=2[CH:11]=[C:10]1[CH:18]([C:2]1[CH:7]=[CH:6][CH:5]=[CH:4][C:3]=1[I:8])[NH:19][S:20]([C:23]1[CH:33]=[CH:32][C:26]2[O:27][CH2:28][CH2:29][CH2:30][O:31][C:25]=2[CH:24]=1)(=[O:21])=[O:22], predict the reactants needed to synthesize it. The reactants are: I[C:2]1[CH:7]=[CH:6][CH:5]=[CH:4][C:3]=1[I:8].[O:9]1[C:13]2[CH:14]=[CH:15][CH:16]=[CH:17][C:12]=2[CH:11]=[C:10]1[CH:18]=[N:19][S:20]([C:23]1[CH:33]=[CH:32][C:26]2[O:27][CH2:28][CH2:29][CH2:30][O:31][C:25]=2[CH:24]=1)(=[O:22])=[O:21].CO. (7) Given the product [F:1][C:2]1[CH:3]=[CH:4][C:5]([C:8]2[N:19]=[CH:20][O:23][C:22]=2[C:21]([O:25][CH2:26][CH3:27])=[O:24])=[CH:6][CH:7]=1, predict the reactants needed to synthesize it. The reactants are: [F:1][C:2]1[CH:7]=[CH:6][C:5]([CH:8]([N+:19]#[C-:20])S(C2C=CC(C)=CC=2)(=O)=O)=[CH:4][CH:3]=1.[C:21]([O:25][CH2:26][CH3:27])(=[O:24])[CH:22]=[O:23].C(=O)([O-])[O-].[K+].[K+].